From a dataset of Peptide-MHC class I binding affinity with 185,985 pairs from IEDB/IMGT. Regression. Given a peptide amino acid sequence and an MHC pseudo amino acid sequence, predict their binding affinity value. This is MHC class I binding data. (1) The peptide sequence is GILGFVFTL. The binding affinity (normalized) is 0.332. The MHC is HLA-A02:03 with pseudo-sequence HLA-A02:03. (2) The peptide sequence is WIMVLVLPK. The MHC is HLA-A68:01 with pseudo-sequence HLA-A68:01. The binding affinity (normalized) is 0.502.